Dataset: Reaction yield outcomes from USPTO patents with 853,638 reactions. Task: Predict the reaction yield, written as a fraction of the theoretical maximum amount of product (1.0 means a 100% yield; for example, 0.34 means a 34% yield). The catalyst is CN(C=O)C. The yield is 0.800. The product is [CH2:11]([O:13][C:14](=[O:21])[CH2:15][C@@H:16]([NH:20][C:2]1[CH:7]=[CH:6][CH:5]=[CH:4][C:3]=1[N+:8]([O-:10])=[O:9])[CH2:17][CH2:18][CH3:19])[CH3:12]. The reactants are F[C:2]1[CH:7]=[CH:6][CH:5]=[CH:4][C:3]=1[N+:8]([O-:10])=[O:9].[CH2:11]([O:13][C:14](=[O:21])[CH2:15][C@@H:16]([NH2:20])[CH2:17][CH2:18][CH3:19])[CH3:12].C(N(C(C)C)CC)(C)C.O.